Dataset: Forward reaction prediction with 1.9M reactions from USPTO patents (1976-2016). Task: Predict the product of the given reaction. (1) Given the reactants [CH3:1][NH2:2].[CH3:3][C:4]1[CH:9]=[C:8]([N+:10]([O-:12])=[O:11])[CH:7]=[CH:6][C:5]=1[N:13]=[C:14]1[NH:18][CH:17]([CH2:19]Cl)[CH2:16][S:15]1, predict the reaction product. The product is: [CH3:3][C:4]1[CH:9]=[C:8]([N+:10]([O-:12])=[O:11])[CH:7]=[CH:6][C:5]=1[N:13]=[C:14]1[NH:18][CH:17]([CH2:19][NH:2][CH3:1])[CH2:16][S:15]1. (2) Given the reactants [CH:1]([NH2:4])([CH3:3])[CH3:2].Cl[C:6]1[CH:15]=[CH:14][C:13]2[C:8](=[CH:9][CH:10]=[C:11]([N+:16]([O-:18])=[O:17])[CH:12]=2)[N:7]=1, predict the reaction product. The product is: [CH:1]([NH:4][C:6]1[CH:15]=[CH:14][C:13]2[C:8](=[CH:9][CH:10]=[C:11]([N+:16]([O-:18])=[O:17])[CH:12]=2)[N:7]=1)([CH3:3])[CH3:2]. (3) The product is: [C:8](=[O:47])([O:7][C:1]1[CH:6]=[CH:5][CH:4]=[CH:3][CH:2]=1)[O:9][C@@:10]([CH3:46])([C:13](=[O:45])[C@@H:14]([NH:22][C:23](=[O:44])[C@@H:24]([NH:28][C:29](=[O:43])[C@@H:30]([NH:34][C:35]([C:37]1[S:41][C:40]([CH3:42])=[N:39][CH:38]=1)=[O:36])[CH2:31][O:32][CH3:33])[CH2:25][O:26][CH3:27])[CH2:15][C:16]1[CH:21]=[CH:20][CH:19]=[CH:18][CH:17]=1)[CH2:11][I:12]. Given the reactants [C:1]1([OH:7])[CH:6]=[CH:5][CH:4]=[CH:3][CH:2]=1.[C:8](Cl)(=[O:47])[O:9][C@@:10]([CH3:46])([C:13](=[O:45])[C@@H:14]([NH:22][C:23](=[O:44])[C@@H:24]([NH:28][C:29](=[O:43])[C@@H:30]([NH:34][C:35]([C:37]1[S:41][C:40]([CH3:42])=[N:39][CH:38]=1)=[O:36])[CH2:31][O:32][CH3:33])[CH2:25][O:26][CH3:27])[CH2:15][C:16]1[CH:21]=[CH:20][CH:19]=[CH:18][CH:17]=1)[CH2:11][I:12], predict the reaction product. (4) Given the reactants C(OC([N:8]1[C:16]2[C:11](=[CH:12][CH:13]=[C:14]([Cl:17])[CH:15]=2)/[C:10](=[CH:18]/[C:19]2[CH:24]=[C:23]([Cl:25])[CH:22]=[CH:21][C:20]=2[O:26][C:27]([CH2:34][CH3:35])([C:30]([O:32][CH3:33])=[O:31])[CH2:28][CH3:29])/[C:9]1=[O:36])=O)(C)(C)C.[F:37][C:38]1[CH:39]=[CH:40][C:41]([CH3:53])=[C:42]([CH:44]=[N:45][C:46]([O:48][Si](C)(C)C)=[CH2:47])[CH:43]=1, predict the reaction product. The product is: [Cl:17][C:14]1[CH:15]=[C:16]2[NH:8][C:9](=[O:36])[C:10]3([CH:18]([C:19]4[CH:24]=[C:23]([Cl:25])[CH:22]=[CH:21][C:20]=4[O:26][C:27]([CH2:28][CH3:29])([C:30]([O:32][CH3:33])=[O:31])[CH2:34][CH3:35])[CH2:47][C:46](=[O:48])[NH:45][CH:44]3[C:42]3[CH:43]=[C:38]([F:37])[CH:39]=[CH:40][C:41]=3[CH3:53])[C:11]2=[CH:12][CH:13]=1. (5) Given the reactants [C:1]([C:3]1[CH:17]=[C:16](I)[C:6]2[N:7]([C:10]3[CH:15]=[CH:14][CH:13]=[CH:12][CH:11]=3)[CH:8]=[N:9][C:5]=2[CH:4]=1)#[N:2].C1(C)C=CC=CC=1.[N:26]1[CH:31]=[CH:30][C:29](B(O)O)=[CH:28][CH:27]=1.C(=O)([O-])[O-].[K+].[K+], predict the reaction product. The product is: [C:1]([C:3]1[CH:17]=[C:16]([C:29]2[CH:30]=[CH:31][N:26]=[CH:27][CH:28]=2)[C:6]2[N:7]([C:10]3[CH:15]=[CH:14][CH:13]=[CH:12][CH:11]=3)[CH:8]=[N:9][C:5]=2[CH:4]=1)#[N:2]. (6) Given the reactants [CH2:1]([N:3]([CH2:37][CH3:38])[CH2:4][CH2:5][CH2:6][NH:7][C:8]1[N:9]=[C:10]([C:27]2[CH:28]=[C:29]([CH:33]=[CH:34][C:35]=2[CH3:36])[C:30](O)=[O:31])[C:11]2[CH:17]=[CH:16][C:15](=[O:18])[N:14]([C:19]3[C:24]([F:25])=[CH:23][CH:22]=[CH:21][C:20]=3[F:26])[C:12]=2[N:13]=1)[CH3:2].CN(C(ON1N=NC2C=CC=CC1=2)=[N+](C)C)C.F[P-](F)(F)(F)(F)F.[CH3:63][C:64]([CH3:68])([CH3:67])[CH2:65][NH2:66], predict the reaction product. The product is: [CH2:37]([N:3]([CH2:1][CH3:2])[CH2:4][CH2:5][CH2:6][NH:7][C:8]1[N:9]=[C:10]([C:27]2[CH:28]=[C:29]([CH:33]=[CH:34][C:35]=2[CH3:36])[C:30]([NH:66][CH2:65][C:64]([CH3:68])([CH3:67])[CH3:63])=[O:31])[C:11]2[CH:17]=[CH:16][C:15](=[O:18])[N:14]([C:19]3[C:24]([F:25])=[CH:23][CH:22]=[CH:21][C:20]=3[F:26])[C:12]=2[N:13]=1)[CH3:38]. (7) Given the reactants [NH:1]1[C:11]2[C:6](=[CH:7][CH:8]=[CH:9][CH:10]=2)[C:4](=O)[C:2]1=[O:3].[CH3:12][O:13][C:14]1[CH:15]=[C:16]([CH2:22][C:23](O)=[O:24])[CH:17]=[CH:18][C:19]=1[O:20][CH3:21].C([O-])(=[O:28])C.[Na+], predict the reaction product. The product is: [OH:24][C:23]1[C:22]([C:16]2[CH:17]=[CH:18][C:19]([O:20][CH3:21])=[C:14]([O:13][CH3:12])[CH:15]=2)=[C:4]([C:2]([OH:28])=[O:3])[C:6]2[C:11](=[CH:10][CH:9]=[CH:8][CH:7]=2)[N:1]=1. (8) Given the reactants [F:1][C:2]1[CH:10]=[C:9]([C:11]2[CH:12]=[N:13][C:14]3[N:15]([C:17]([CH2:20][C:21]4[CH:22]=[C:23]5[C:28](=[CH:29][CH:30]=4)[N:27]=[CH:26][CH:25]=[CH:24]5)=[CH:18][N:19]=3)[N:16]=2)[CH:8]=[CH:7][C:3]=1[C:4](O)=[O:5].C1C=CC2N(O)N=[N:37][C:35]=2C=1.CCN=C=NCCCN(C)C.Cl.CN.C1COCC1, predict the reaction product. The product is: [F:1][C:2]1[CH:10]=[C:9]([C:11]2[CH:12]=[N:13][C:14]3[N:15]([C:17]([CH2:20][C:21]4[CH:22]=[C:23]5[C:28](=[CH:29][CH:30]=4)[N:27]=[CH:26][CH:25]=[CH:24]5)=[CH:18][N:19]=3)[N:16]=2)[CH:8]=[CH:7][C:3]=1[C:4]([NH:37][CH3:35])=[O:5]. (9) Given the reactants Br[C:2]1[CH:3]=[C:4]([N+:14]([O-:16])=[O:15])[C:5]([NH:12][CH3:13])=[C:6]([CH:11]=1)[C:7]([O:9][CH3:10])=[O:8].[CH3:17][C:18]1[C:22](B2OC(C)(C)C(C)(C)O2)=[C:21]([CH3:32])[O:20][N:19]=1.C(=O)([O-])[O-].[Cs+].[Cs+], predict the reaction product. The product is: [CH3:17][C:18]1[C:22]([C:2]2[CH:3]=[C:4]([N+:14]([O-:16])=[O:15])[C:5]([NH:12][CH3:13])=[C:6]([CH:11]=2)[C:7]([O:9][CH3:10])=[O:8])=[C:21]([CH3:32])[O:20][N:19]=1. (10) The product is: [C:15]1([O:14][C:13]2[CH:12]=[CH:31][CH:30]=[CH:29][CH:28]=2)[CH:22]=[CH:27][CH:26]=[CH:25][CH:24]=1. Given the reactants BrC1(O)C=CC=CN1.[OH-].[Na+].Br[C:12]1[CH:31]=[CH:30][CH:29]=[CH:28][C:13]=1[O:14][CH:15]([C:22]1[CH:27]=[CH:26][CH:25]=[CH:24]C=1)C1OCCNC1, predict the reaction product.